From a dataset of Reaction yield outcomes from USPTO patents with 853,638 reactions. Predict the reaction yield, written as a fraction of the theoretical maximum amount of product (1.0 means a 100% yield; for example, 0.34 means a 34% yield). The catalyst is CCCCCCC.CCOC(C)=O. The product is [CH2:25]([CH:29]1[CH2:34][CH2:33][N:32]([CH2:2][CH2:3][CH2:4][N:5]2[C:10]3[CH:11]=[CH:12][C:13]([F:15])=[CH:14][C:9]=3[O:8][CH2:7][C:6]2=[O:16])[CH2:31][CH2:30]1)[CH2:26][CH2:27][CH3:28]. The reactants are Cl[CH2:2][CH2:3][CH2:4][N:5]1[C:10]2[CH:11]=[CH:12][C:13]([F:15])=[CH:14][C:9]=2[O:8][CH2:7][C:6]1=[O:16].C([O-])([O-])=O.[K+].[K+].[Na+].[I-].[CH2:25]([CH:29]1[CH2:34][CH2:33][NH:32][CH2:31][CH2:30]1)[CH2:26][CH2:27][CH3:28]. The yield is 0.460.